From a dataset of Catalyst prediction with 721,799 reactions and 888 catalyst types from USPTO. Predict which catalyst facilitates the given reaction. (1) Reactant: [Li+].[BH4-].C([O:5][C:6](=O)[CH2:7][C:8]1[N:17]=[C:16]2[C:11]([CH2:12][CH2:13][CH:14]([CH3:25])[N:15]2[C:18]([O:20][C:21]([CH3:24])([CH3:23])[CH3:22])=[O:19])=[CH:10][CH:9]=1)C. Product: [OH:5][CH2:6][CH2:7][C:8]1[N:17]=[C:16]2[C:11]([CH2:12][CH2:13][CH:14]([CH3:25])[N:15]2[C:18]([O:20][C:21]([CH3:24])([CH3:23])[CH3:22])=[O:19])=[CH:10][CH:9]=1. The catalyst class is: 1. (2) Reactant: [NH2:1][C:2]1[O:6][CH:5]([C:7]2[CH:12]=[CH:11][CH:10]=[C:9]([F:13])[CH:8]=2)[C:4](=[O:14])[C:3]=1[OH:15].C(N(CC)CC)C.[C:23]1([CH2:29][S:30](Cl)(=[O:32])=[O:31])[CH:28]=[CH:27][CH:26]=[CH:25][CH:24]=1.[Cl-].[NH4+]. Product: [F:13][C:9]1[CH:8]=[C:7]([CH:5]2[C:4](=[O:14])[C:3]([O:15][S:30]([CH2:29][C:23]3[CH:28]=[CH:27][CH:26]=[CH:25][CH:24]=3)(=[O:32])=[O:31])=[C:2]([NH2:1])[O:6]2)[CH:12]=[CH:11][CH:10]=1. The catalyst class is: 1. (3) Reactant: [CH3:1][O:2][C:3]1[C:8]2[O:9][C:10]3[CH:15]=[CH:14][CH:13]=[CH:12][C:11]=3[C:7]=2[CH:6]=[CH:5][CH:4]=1.Cl[CH:17]([O:19]C)Cl. Product: [CH3:1][O:2][C:3]1[C:8]2[O:9][C:10]3[CH:15]=[CH:14][CH:13]=[CH:12][C:11]=3[C:7]=2[C:6]([CH:17]=[O:19])=[CH:5][CH:4]=1. The catalyst class is: 388. (4) Reactant: [I:1][C:2]1[CH:9]=[CH:8][C:5]([CH:6]=O)=[CH:4][CH:3]=1.[NH2:10][OH:11]. Product: [I:1][C:2]1[CH:9]=[CH:8][C:5]([CH:6]=[N:10][OH:11])=[CH:4][CH:3]=1. The catalyst class is: 8. (5) Reactant: [CH3:1][C:2]1[C:8]([N+:9]([O-:11])=[O:10])=[CH:7][CH:6]=[CH:5][C:3]=1[NH2:4].[CH3:12][S:13](Cl)(=[O:15])=[O:14]. Product: [CH3:1][C:2]1[C:8]([N+:9]([O-:11])=[O:10])=[CH:7][CH:6]=[CH:5][C:3]=1[NH:4][S:13]([CH3:12])(=[O:15])=[O:14]. The catalyst class is: 17. (6) Reactant: N#N.[NH:3]1[C:7]2[CH:8]=[CH:9][CH:10]=[CH:11][C:6]=2[N:5]=[C:4]1[C@H:12]([NH:22][C:23]([NH:25][C@@H:26]1[CH2:30][CH2:29][NH:28][CH2:27]1)=[O:24])[CH2:13][C:14]1[CH:19]=[CH:18][C:17]([O:20][CH3:21])=[CH:16][CH:15]=1.C(N1CC[O:36][CH2:35][CH2:34]1)C.CN(C(ON1N=NC2C=CC=CC1=2)=[N+](C)C)C.[B-](F)(F)(F)F.C(O)(=O)C. Product: [NH:3]1[C:7]2[CH:8]=[CH:9][CH:10]=[CH:11][C:6]=2[N:5]=[C:4]1[C@H:12]([NH:22][C:23]([NH:25][C@@H:26]1[CH2:30][CH2:29][N:28]([C:35](=[O:36])[CH3:34])[CH2:27]1)=[O:24])[CH2:13][C:14]1[CH:15]=[CH:16][C:17]([O:20][CH3:21])=[CH:18][CH:19]=1. The catalyst class is: 751. (7) The catalyst class is: 432. Product: [NH2:23][C:20]1[N:21]=[CH:22][C:17]([N:12]2[CH:13]=[CH:14][C:9]([O:8][CH2:1][C:2]3[CH:3]=[CH:4][CH:5]=[CH:6][CH:7]=3)=[CH:10][C:11]2=[O:15])=[CH:18][CH:19]=1. Reactant: [CH2:1]([O:8][C:9]1[CH:14]=[CH:13][NH:12][C:11](=[O:15])[CH:10]=1)[C:2]1[CH:7]=[CH:6][CH:5]=[CH:4][CH:3]=1.I[C:17]1[CH:18]=[CH:19][C:20]([NH2:23])=[N:21][CH:22]=1.CN[C@@H]1CCCC[C@H]1NC.C(=O)([O-])[O-].[K+].[K+]. (8) Product: [N+:1]([C:4]1[C:5]([N:10]2[CH2:15][CH2:14][C:13](=[CH:16][C:17]#[CH:18])[CH2:12][CH2:11]2)=[N:6][CH:7]=[CH:8][CH:9]=1)([O-:3])=[O:2]. Reactant: [N+:1]([C:4]1[C:5]([N:10]2[CH2:15][CH2:14][C:13](=[CH:16][C:17]#[C:18][Si](C)(C)C)[CH2:12][CH2:11]2)=[N:6][CH:7]=[CH:8][CH:9]=1)([O-:3])=[O:2].O.[F-].C([N+](CCCC)(CCCC)CCCC)CCC.O. The catalyst class is: 1. (9) Reactant: [Si:1]([O:8][CH:9]([C:18]1[CH:23]=[CH:22][CH:21]=[C:20]([Cl:24])[CH:19]=1)/[CH:10]=[N:11]/[S:12]([C:14]([CH3:17])([CH3:16])[CH3:15])=[O:13])([C:4]([CH3:7])([CH3:6])[CH3:5])([CH3:3])[CH3:2].[CH:25]([Mg]Cl)=[CH2:26]. Product: [Si:1]([O:8][CH:9]([C:18]1[CH:23]=[CH:22][CH:21]=[C:20]([Cl:24])[CH:19]=1)[CH:10]([NH:11][S:12]([C:14]([CH3:17])([CH3:16])[CH3:15])=[O:13])[CH:25]=[CH2:26])([C:4]([CH3:5])([CH3:6])[CH3:7])([CH3:3])[CH3:2]. The catalyst class is: 1.